Dataset: Reaction yield outcomes from USPTO patents with 853,638 reactions. Task: Predict the reaction yield, written as a fraction of the theoretical maximum amount of product (1.0 means a 100% yield; for example, 0.34 means a 34% yield). (1) No catalyst specified. The product is [Cl:1][C:2]1[CH:9]=[CH:8][C:5](/[CH:6]=[N:15]/[NH:16][C:17](=[NH:18])[NH2:19])=[CH:4][CH:3]=1. The reactants are [Cl:1][C:2]1[CH:9]=[CH:8][C:5]([CH:6]=O)=[CH:4][CH:3]=1.Cl.C(=O)(O)O.[NH2:15][NH:16][C:17]([NH2:19])=[NH:18].[OH-].[K+]. The yield is 0.880. (2) The reactants are [CH:1]1([CH2:6][CH:7]([C:17]2[CH:22]=[CH:21][C:20]([N+:23]([O-])=O)=[CH:19][CH:18]=2)[C:8]([NH:10][C:11]2[CH:16]=[CH:15][CH:14]=[CH:13][N:12]=2)=[O:9])[CH2:5][CH2:4][CH2:3][CH2:2]1.[H][H]. The catalyst is C(OCC)(=O)C.CO.[Pd]. The product is [NH2:23][C:20]1[CH:19]=[CH:18][C:17]([CH:7]([CH2:6][CH:1]2[CH2:5][CH2:4][CH2:3][CH2:2]2)[C:8]([NH:10][C:11]2[CH:16]=[CH:15][CH:14]=[CH:13][N:12]=2)=[O:9])=[CH:22][CH:21]=1. The yield is 0.843. (3) The reactants are [Br:1][C:2]1[CH:15]=[CH:14][C:13]2[C:12]3[C:7](=[CH:8][C:9]([Br:16])=[CH:10][CH:11]=3)[C:6](=O)[C:5](=O)[C:4]=2[CH:3]=1.[CH2:19]([NH2:22])[CH2:20][NH2:21]. The catalyst is C(O)C. The product is [Br:1][C:2]1[CH:15]=[CH:14][C:13]2[C:4]([CH:3]=1)=[C:5]1[C:6](=[C:7]3[CH:8]=[C:9]([Br:16])[CH:10]=[CH:11][C:12]=23)[N:22]=[CH:19][CH:20]=[N:21]1. The yield is 0.340.